Dataset: Reaction yield outcomes from USPTO patents with 853,638 reactions. Task: Predict the reaction yield, written as a fraction of the theoretical maximum amount of product (1.0 means a 100% yield; for example, 0.34 means a 34% yield). (1) The reactants are [CH2:1]([CH:3]([S:12][C:13]#[N:14])[C:4]([C:6]1[CH:11]=[CH:10][CH:9]=[CH:8][CH:7]=1)=C)[CH3:2].[BrH:15].C(O)(=O)C.O. The catalyst is C(O)(=O)C. The product is [Br:15][C:13]1[S:12][C:3]([CH2:1][CH3:2])=[C:4]([C:6]2[CH:11]=[CH:10][CH:9]=[CH:8][CH:7]=2)[N:14]=1. The yield is 0.742. (2) The yield is 0.820. The product is [ClH:28].[NH2:7][C@@H:8]1[CH2:9][CH2:10][C@H:11]([CH2:14][NH:15][C:16](=[O:26])[C:17]2[CH:22]=[CH:21][CH:20]=[C:19]([N+:23]([O-:25])=[O:24])[CH:18]=2)[CH2:12][CH2:13]1. The catalyst is C(Cl)Cl.C(O)(C(F)(F)F)=O. The reactants are C(OC(=O)[NH:7][C@H:8]1[CH2:13][CH2:12][C@@H:11]([CH2:14][NH:15][C:16](=[O:26])[C:17]2[CH:22]=[CH:21][CH:20]=[C:19]([N+:23]([O-:25])=[O:24])[CH:18]=2)[CH2:10][CH2:9]1)(C)(C)C.[ClH:28].CCOCC. (3) The product is [CH:1]1([C:6]([C:8]2[CH:13]=[C:12]([CH3:14])[CH:11]=[CH:10][C:9]=2[NH:15][C:16]([NH:17][C:18]2[S:19][CH:20]=[C:21]([CH2:23][CH2:24][S:31][C:32]3[CH:37]=[CH:36][CH:35]=[CH:34][N:33]=3)[N:22]=2)=[O:30])=[O:7])[CH2:2][CH2:3][CH2:4][CH2:5]1. No catalyst specified. The yield is 4.67. The reactants are [CH:1]1([C:6]([C:8]2[CH:13]=[C:12]([CH3:14])[CH:11]=[CH:10][C:9]=2[NH:15][C:16](=[O:30])[NH:17][C:18]2[S:19][CH:20]=[C:21]([CH2:23][CH2:24]OS(C)(=O)=O)[N:22]=2)=[O:7])[CH2:5][CH2:4][CH2:3][CH2:2]1.[SH:31][C:32]1[CH:37]=[CH:36][CH:35]=[CH:34][N:33]=1. (4) The reactants are [Si:1]([O:8][CH2:9][CH2:10][CH2:11][C:12]([O:14][CH3:15])=[O:13])([C:4]([CH3:7])([CH3:6])[CH3:5])([CH3:3])[CH3:2].[CH3:16][N:17]([CH3:27])[CH:18](OC(C)(C)C)N(C)C. The catalyst is CN(C=O)C. The product is [Si:1]([O:8][CH2:9][CH2:10]/[C:11](=[CH:16]\[N:17]([CH3:27])[CH3:18])/[C:12]([O:14][CH3:15])=[O:13])([C:4]([CH3:7])([CH3:6])[CH3:5])([CH3:2])[CH3:3]. The yield is 0.910. (5) The catalyst is C1CCCCC1. The yield is 0.411. The reactants are [CH:1]([NH:4][C@@H:5]([CH2:10][CH3:11])[C:6]([O:8][CH3:9])=[O:7])([CH3:3])[CH3:2].C(=O)(O)[O-].[Na+].[Cl:17][C:18]1[N:23]=[C:22](Cl)[C:21]([N+:25]([O-:27])=[O:26])=[CH:20][N:19]=1.ClCCl. The product is [Cl:17][C:18]1[N:23]=[C:22]([N:4]([CH:1]([CH3:3])[CH3:2])[C@@H:5]([CH2:10][CH3:11])[C:6]([O:8][CH3:9])=[O:7])[C:21]([N+:25]([O-:27])=[O:26])=[CH:20][N:19]=1. (6) The reactants are [NH2:1][CH:2]1[CH2:5][N:4]([C:6]([C:8]2[CH:9]=[C:10]([CH:23]=[CH:24][C:25]=2[F:26])[CH2:11][C:12]2[C:21]3[C:16](=[CH:17][CH:18]=[CH:19][CH:20]=3)[C:15](=[O:22])[NH:14][N:13]=2)=[O:7])[CH2:3]1.C(O[C:30]1(O[Si](C)(C)C)[CH2:32][CH2:31]1)C.C(O[BH-](OC(=O)C)OC(=O)C)(=O)C.[Na+]. No catalyst specified. The product is [CH:30]1([NH:1][CH:2]2[CH2:3][N:4]([C:6]([C:8]3[CH:9]=[C:10]([CH:23]=[CH:24][C:25]=3[F:26])[CH2:11][C:12]3[C:21]4[C:16](=[CH:17][CH:18]=[CH:19][CH:20]=4)[C:15](=[O:22])[NH:14][N:13]=3)=[O:7])[CH2:5]2)[CH2:32][CH2:31]1. The yield is 0.710.